Dataset: Catalyst prediction with 721,799 reactions and 888 catalyst types from USPTO. Task: Predict which catalyst facilitates the given reaction. Reactant: [Cl:1][C:2]1[S:6][C:5](/[C:7](/[CH3:13])=[CH:8]/[S:9](Cl)(=[O:11])=[O:10])=[CH:4][CH:3]=1.[NH2:14][C@H:15]1[CH2:19][CH2:18][N:17]([C@@H:20]([CH3:29])[C:21]([N:23]2[CH2:28][CH2:27][O:26][CH2:25][CH2:24]2)=[O:22])[C:16]1=[O:30].N1C=CC=CC=1. Product: [Cl:1][C:2]1[S:6][C:5](/[C:7](/[CH3:13])=[CH:8]/[S:9]([NH:14][C@H:15]2[CH2:19][CH2:18][N:17]([C@@H:20]([CH3:29])[C:21]([N:23]3[CH2:24][CH2:25][O:26][CH2:27][CH2:28]3)=[O:22])[C:16]2=[O:30])(=[O:11])=[O:10])=[CH:4][CH:3]=1. The catalyst class is: 10.